Dataset: Reaction yield outcomes from USPTO patents with 853,638 reactions. Task: Predict the reaction yield, written as a fraction of the theoretical maximum amount of product (1.0 means a 100% yield; for example, 0.34 means a 34% yield). (1) The product is [Cl:15][C:14]1[C:9]([CH2:8][CH2:7][C:6]2[CH:35]=[CH:36][CH:37]=[CH:38][C:5]=2[CH:3]([CH3:4])[C:2]([NH2:1])=[O:39])=[N:10][C:11]([NH:16][C:17]2[CH:18]=[N:19][N:20]([CH:22]3[CH2:27][CH2:26][NH:25][CH2:24][CH2:23]3)[CH:21]=2)=[N:12][CH:13]=1. The catalyst is C(Cl)Cl. The reactants are [NH2:1][C:2](=[O:39])[CH:3]([C:5]1[CH:38]=[CH:37][CH:36]=[CH:35][C:6]=1[CH2:7][CH2:8][C:9]1[C:14]([Cl:15])=[CH:13][N:12]=[C:11]([NH:16][C:17]2[CH:18]=[N:19][N:20]([CH:22]3[CH2:27][CH2:26][N:25](C(OC(C)(C)C)=O)[CH2:24][CH2:23]3)[CH:21]=2)[N:10]=1)[CH3:4].C(O)(C(F)(F)F)=O. The yield is 0.260. (2) The reactants are [F:1][C:2]([F:13])([F:12])[O:3][C:4]1[CH:5]=[C:6]([CH2:10][OH:11])[CH:7]=[CH:8][CH:9]=1.[H-].[Na+].Cl[C:17]1[N:25]([CH2:26][C:27]2[CH:32]=[CH:31][C:30]([Cl:33])=[CH:29][CH:28]=2)[C:24]2[C:23](=[O:34])[N:22]([CH3:35])[C:21](=[O:36])[N:20]([CH3:37])[C:19]=2[N:18]=1. The catalyst is C1COCC1.O. The product is [Cl:33][C:30]1[CH:31]=[CH:32][C:27]([CH2:26][N:25]2[C:24]3[C:23](=[O:34])[N:22]([CH3:35])[C:21](=[O:36])[N:20]([CH3:37])[C:19]=3[N:18]=[C:17]2[O:11][CH2:10][C:6]2[CH:7]=[CH:8][CH:9]=[C:4]([O:3][C:2]([F:12])([F:13])[F:1])[CH:5]=2)=[CH:28][CH:29]=1. The yield is 0.580. (3) The reactants are Cl[C:2]1[N:6]2[CH:7]=[C:8]([F:11])[CH:9]=[CH:10][C:5]2=[N:4][N:3]=1.[OH:12][CH2:13][CH2:14][N:15]1[CH2:20][CH2:19][NH:18][CH2:17][CH2:16]1. The catalyst is CC(N(C)C)=O. The product is [F:11][C:8]1[CH:9]=[CH:10][C:5]2[N:6]([C:2]([N:18]3[CH2:19][CH2:20][N:15]([CH2:14][CH2:13][OH:12])[CH2:16][CH2:17]3)=[N:3][N:4]=2)[CH:7]=1. The yield is 0.230. (4) The reactants are CS(O[CH2:6][CH2:7][CH2:8][C:9]1[C:33]([O:34][CH3:35])=[CH:32][C:12]2[C@@H:13]([C:26]3[CH:31]=[CH:30][CH:29]=[CH:28][CH:27]=3)[NH:14][C@@:15]([CH2:22][CH2:23][CH2:24][CH3:25])([CH2:20][CH3:21])[CH2:16][S:17](=[O:19])(=[O:18])[C:11]=2[CH:10]=1)(=O)=O.[C-:36]#[N:37].[Na+]. The catalyst is CS(C)=O. The product is [CH2:22]([C@@:15]1([CH2:20][CH3:21])[NH:14][C@H:13]([C:26]2[CH:27]=[CH:28][CH:29]=[CH:30][CH:31]=2)[C:12]2[CH:32]=[C:33]([O:34][CH3:35])[C:9]([CH2:8][CH2:7][CH2:6][C:36]#[N:37])=[CH:10][C:11]=2[S:17](=[O:18])(=[O:19])[CH2:16]1)[CH2:23][CH2:24][CH3:25]. The yield is 0.950. (5) The reactants are [Br:1][C:2]1[CH:3]=[CH:4][C:5]([NH:8][C:9]([NH:11][C:12]2[CH:13]=[N:14][CH:15]=[CH:16][C:17]=2[C:18]([O:20]C)=O)=[O:10])=[N:6][CH:7]=1.[C:22](=O)([O-])[O-].[K+].[K+].COS(C1C=CC(C)=CC=1)(=O)=O. The catalyst is CN(C)C=O.O. The product is [Br:1][C:2]1[CH:3]=[CH:4][C:5]([N:8]2[C:18](=[O:20])[C:17]3[CH:16]=[CH:15][N:14]=[CH:13][C:12]=3[N:11]([CH3:22])[C:9]2=[O:10])=[N:6][CH:7]=1. The yield is 0.340. (6) The reactants are [CH2:1]([C:3]1[N:7]=[C:6]([CH:8]([NH2:10])[CH3:9])[O:5][N:4]=1)[CH3:2].[N:11]1[CH:16]=[CH:15][CH:14]=[CH:13][C:12]=1[CH:17]=O. No catalyst specified. The product is [CH2:1]([C:3]1[N:7]=[C:6]([CH:8]([NH:10][CH2:17][C:12]2[CH:13]=[CH:14][CH:15]=[CH:16][N:11]=2)[CH3:9])[O:5][N:4]=1)[CH3:2]. The yield is 0.530.